From a dataset of Forward reaction prediction with 1.9M reactions from USPTO patents (1976-2016). Predict the product of the given reaction. (1) Given the reactants [N:1]1[CH:6]=[CH:5][CH:4]=[CH:3][C:2]=1[N:7]1[C:11]([NH2:12])=[CH:10][CH:9]=[N:8]1.Cl[C:14]1[CH:22]=[C:21]([F:23])[C:20]([F:24])=[CH:19][C:15]=1[C:16]([OH:18])=[O:17].C(=O)([O-])[O-].[K+].[K+].Cl, predict the reaction product. The product is: [F:23][C:21]1[C:20]([F:24])=[CH:19][C:15]([C:16]([OH:18])=[O:17])=[C:14]([NH:12][C:11]2[N:7]([C:2]3[CH:3]=[CH:4][CH:5]=[CH:6][N:1]=3)[N:8]=[CH:9][CH:10]=2)[CH:22]=1. (2) Given the reactants [NH2:1][C:2]1[CH:7]=[C:6]([Cl:8])[C:5]([OH:9])=[C:4]([Cl:10])[CH:3]=1.CC(C)([O-:14])C.[K+].Cl[C:18]1[N:19]=[N:20][C:21](Cl)=[CH:22][C:23]=1[CH:24]([CH3:26])[CH3:25].[Cl-].[Na+].[C:30]1(=O)[O:35][C:33](=[O:34])[C:32]2=[CH:36][CH:37]=[CH:38][CH:39]=[C:31]12.C([O-])(=O)C.[Na+], predict the reaction product. The product is: [Cl:8][C:6]1[CH:7]=[C:2]([N:1]2[C:30](=[O:35])[C:31]3[C:32](=[CH:36][CH:37]=[CH:38][CH:39]=3)[C:33]2=[O:34])[CH:3]=[C:4]([Cl:10])[C:5]=1[O:9][C:21]1[CH:22]=[C:23]([CH:24]([CH3:26])[CH3:25])[C:18](=[O:14])[NH:19][N:20]=1. (3) Given the reactants C(O)(=O)C.[N:5]1[C:14]2[C:9](=[CH:10][CH:11]=[CH:12][CH:13]=2)[CH:8]=[C:7]([C:15]2[C:23]3[N:22]4[CH:24]=[CH:25][CH:26]=[C:21]4[CH:20]([NH2:27])[C:19]=3[CH:18]=[CH:17][CH:16]=2)[CH:6]=1.[NH:28]1[C:32]2[N:33]=[CH:34][CH:35]=[C:36]([C:37](O)=[O:38])[C:31]=2[CH:30]=[CH:29]1.Cl.CN(C)CCCN=C=NCC.ON1C2C=CC=CC=2N=N1, predict the reaction product. The product is: [N:5]1[C:14]2[C:9](=[CH:10][CH:11]=[CH:12][CH:13]=2)[CH:8]=[C:7]([C:15]2[C:23]3[N:22]4[CH:24]=[CH:25][CH:26]=[C:21]4[CH:20]([NH:27][C:37]([C:36]4[C:31]5[CH:30]=[CH:29][NH:28][C:32]=5[N:33]=[CH:34][CH:35]=4)=[O:38])[C:19]=3[CH:18]=[CH:17][CH:16]=2)[CH:6]=1. (4) Given the reactants Cl[C:2]1[CH:7]=[C:6]([O:8][CH2:9][C:10]#[CH:11])[N:5]=[CH:4][N:3]=1.C(=O)([O-])[O-].[K+].[K+].[Cl:18][C:19]1[CH:20]=[C:21]([OH:25])[CH:22]=[CH:23][CH:24]=1.[Cl-].[NH4+], predict the reaction product. The product is: [Cl:18][C:19]1[CH:20]=[C:21]([CH:22]=[CH:23][CH:24]=1)[O:25][C:2]1[CH:7]=[C:6]([O:8][CH2:9][C:10]#[CH:11])[N:5]=[CH:4][N:3]=1.